From a dataset of Full USPTO retrosynthesis dataset with 1.9M reactions from patents (1976-2016). Predict the reactants needed to synthesize the given product. (1) Given the product [CH3:1][O:2][C:3]1[CH:4]=[C:5]([C:11]2[CH:20]=[C:19]3[C:14]([CH:15]=[CH:16][CH:17]=[N:18]3)=[C:13]([O:21][CH2:22][C@@H:23]3[N:24]([CH3:37])[C:25](=[O:36])[NH:26][CH2:27]3)[N:12]=2)[CH:6]=[CH:7][C:8]=1[O:9][CH3:10], predict the reactants needed to synthesize it. The reactants are: [CH3:1][O:2][C:3]1[CH:4]=[C:5]([C:11]2[CH:20]=[C:19]3[C:14]([CH:15]=[CH:16][CH:17]=[N:18]3)=[C:13]([O:21][CH2:22][C@H:23]3[CH2:27][N:26]([C@@H](C4C=CC=CC=4)C)[C:25](=[O:36])[N:24]3[CH3:37])[N:12]=2)[CH:6]=[CH:7][C:8]=1[O:9][CH3:10]. (2) Given the product [OH:18][NH:17][C:13]([C:11]1[CH:10]=[CH:9][C:5]2[CH2:6][NH:7][CH2:8][C@H:2]([CH3:1])[O:3][C:4]=2[CH:12]=1)=[O:15], predict the reactants needed to synthesize it. The reactants are: [CH3:1][C@H:2]1[CH2:8][NH:7][CH2:6][C:5]2[CH:9]=[CH:10][C:11]([C:13]([O:15]C)=O)=[CH:12][C:4]=2[O:3]1.[NH2:17][OH:18].[OH-].[Na+]. (3) Given the product [NH2:1][C:2]1[C:11]([C:19]2[CH:20]=[CH:21][C:16]([O:15][CH3:14])=[CH:17][CH:18]=2)=[N:10][C:9]([C:19]2[CH:20]=[CH:21][C:16]([O:15][CH3:14])=[CH:17][CH:18]=2)=[CH:8][C:3]=1[C:4]([O:6][CH3:7])=[O:5], predict the reactants needed to synthesize it. The reactants are: [NH2:1][C:2]1[C:11](Br)=[N:10][C:9](Br)=[CH:8][C:3]=1[C:4]([O:6][CH3:7])=[O:5].[CH3:14][O:15][C:16]1[CH:21]=[CH:20][C:19](B(O)O)=[CH:18][CH:17]=1.[F-].[Cs+]. (4) Given the product [C:14]([C:11]1[CH:10]=[CH:9][C:8]([N:5]2[CH2:4][CH2:3][S:2](=[N:20][C:18](=[O:19])[C:17]([F:22])([F:21])[F:16])(=[O:1])[CH2:7][CH2:6]2)=[N:13][CH:12]=1)#[N:15], predict the reactants needed to synthesize it. The reactants are: [O:1]=[S:2]1[CH2:7][CH2:6][N:5]([C:8]2[N:13]=[CH:12][C:11]([C:14]#[N:15])=[CH:10][CH:9]=2)[CH2:4][CH2:3]1.[F:16][C:17]([F:22])([F:21])[C:18]([NH2:20])=[O:19].[O-2].[Mg+2].C(O)(=O)C.C(O)(=O)C.IC1C=CC=CC=1.